This data is from Full USPTO retrosynthesis dataset with 1.9M reactions from patents (1976-2016). The task is: Predict the reactants needed to synthesize the given product. (1) Given the product [OH:28][C:29]1[CH:44]=[CH:43][C:32]([CH2:33][N:34]([CH2:35][C:36]([O:38][C:39]([CH3:40])([CH3:41])[CH3:42])=[O:37])[C:5](=[O:6])[C:4]2[CH:8]=[CH:9][C:10]([NH:12][C:13](=[O:27])[CH2:14][C:15]3[CH:20]=[CH:19][C:18]([O:21][CH3:22])=[CH:17][C:16]=3[C:23]([F:26])([F:25])[F:24])=[CH:11][C:3]=2[O:2][CH3:1])=[CH:31][CH:30]=1, predict the reactants needed to synthesize it. The reactants are: [CH3:1][O:2][C:3]1[CH:11]=[C:10]([NH:12][C:13](=[O:27])[CH2:14][C:15]2[CH:20]=[CH:19][C:18]([O:21][CH3:22])=[CH:17][C:16]=2[C:23]([F:26])([F:25])[F:24])[CH:9]=[CH:8][C:4]=1[C:5](O)=[O:6].[OH:28][C:29]1[CH:44]=[CH:43][C:32]([CH2:33][NH:34][CH2:35][C:36]([O:38][C:39]([CH3:42])([CH3:41])[CH3:40])=[O:37])=[CH:31][CH:30]=1.CN(C(ON1N=NC2C=CC=NC1=2)=[N+](C)C)C.F[P-](F)(F)(F)(F)F. (2) Given the product [CH3:31][N:6]([C:3]1([C:2]([F:1])([F:26])[F:27])[CH2:4][CH2:5]1)[C:7]([C:9]1[CH:14]=[CH:13][C:12]([N:15]2[CH2:18][C:17]([F:20])([F:19])[CH2:16]2)=[C:11]([O:21][CH2:22][CH:23]2[CH2:24][CH2:25]2)[N:10]=1)=[O:8], predict the reactants needed to synthesize it. The reactants are: [F:1][C:2]([F:27])([F:26])[C:3]1([NH:6][C:7]([C:9]2[CH:14]=[CH:13][C:12]([N:15]3[CH2:18][C:17]([F:20])([F:19])[CH2:16]3)=[C:11]([O:21][CH2:22][CH:23]3[CH2:25][CH2:24]3)[N:10]=2)=[O:8])[CH2:5][CH2:4]1.[H-].[Na+].I[CH3:31]. (3) Given the product [CH2:19]([O:18][C:16](=[O:17])[NH:1][CH2:2][C:3]1[CH:8]=[CH:7][C:6]([OH:9])=[CH:5][CH:4]=1)[C:20]1[CH:25]=[CH:24][CH:23]=[CH:22][CH:21]=1, predict the reactants needed to synthesize it. The reactants are: [NH2:1][CH2:2][C:3]1[CH:8]=[CH:7][C:6]([OH:9])=[CH:5][CH:4]=1.C([O-])(O)=O.[Na+].Cl[C:16]([O:18][CH2:19][C:20]1[CH:25]=[CH:24][CH:23]=[CH:22][CH:21]=1)=[O:17].O1CCCC1. (4) The reactants are: [CH3:1][O:2][C:3](=[O:16])[C:4]1[C:9]([CH:10]2[CH:14](I)[CH2:13][O:12][O:11]2)=[CH:8][CH:7]=[CH:6][CH:5]=1.[C:17](=O)([O-])[O-].[K+].[K+]. Given the product [CH3:1][O:2][C:3](=[O:16])[C:4]1[C:9]([CH:10]2[CH:14]([CH3:17])[CH2:13][O:12][O:11]2)=[CH:8][CH:7]=[CH:6][CH:5]=1, predict the reactants needed to synthesize it. (5) Given the product [NH2:14][C:10]1[CH:9]=[C:8]([CH:13]=[CH:12][CH:11]=1)[O:7][C:2]([CH3:6])([CH3:1])[C:3]([NH2:5])=[O:4], predict the reactants needed to synthesize it. The reactants are: [CH3:1][C:2]([O:7][C:8]1[CH:13]=[CH:12][CH:11]=[C:10]([N+:14]([O-])=O)[CH:9]=1)([CH3:6])[C:3]([NH2:5])=[O:4].C([SiH](CC)CC)C. (6) Given the product [CH3:1][S:2]([O:18][CH2:17][CH2:16][C:12]1[CH:13]=[CH:14][CH:15]=[C:10]([CH:9]([O:8][CH2:6][CH3:7])[O:19][CH2:20][CH3:21])[CH:11]=1)(=[O:4])=[O:3], predict the reactants needed to synthesize it. The reactants are: [CH3:1][S:2](Cl)(=[O:4])=[O:3].[CH2:6]([O:8][CH:9]([O:19][CH2:20][CH3:21])[C:10]1[CH:11]=[C:12]([CH2:16][CH2:17][OH:18])[CH:13]=[CH:14][CH:15]=1)[CH3:7].C(N(CC)CC)C. (7) Given the product [NH2:1][C@@H:2]([CH2:27][C:28]1[CH:33]=[CH:32][C:31]([C:34]([F:35])([F:37])[F:36])=[CH:30][CH:29]=1)[CH2:3][NH:4][C:12]1[S:13][C:14]([C:17]2[CH:26]=[CH:25][CH:24]=[C:23]3[C:18]=2[CH:19]=[N:20][N:21]=[CH:22]3)=[N:15][N:16]=1, predict the reactants needed to synthesize it. The reactants are: [NH2:1][C@@H:2]([CH2:27][C:28]1[CH:33]=[CH:32][C:31]([C:34]([F:37])([F:36])[F:35])=[CH:30][CH:29]=1)[CH2:3][N:4]([C:12]1[S:13][C:14]([C:17]2[CH:26]=[CH:25][CH:24]=[C:23]3[C:18]=2[CH:19]=[N:20][N:21]=[CH:22]3)=[N:15][N:16]=1)C(=O)OC(C)(C)C.C(O)(C(F)(F)F)=O.